Predict the product of the given reaction. From a dataset of Forward reaction prediction with 1.9M reactions from USPTO patents (1976-2016). The product is: [CH:9]1[CH:10]=[CH:11][C:12]([CH2:15][NH:16][CH2:17][CH2:18][NH:19][CH2:20][C:21]2[CH:26]=[CH:25][CH:24]=[CH:23][CH:22]=2)=[CH:13][CH:14]=1. Given the reactants CC(O)=O.CC(O)=O.[CH:9]1[CH:14]=[CH:13][C:12]([CH2:15][NH:16][CH2:17][CH2:18][NH:19][CH2:20][C:21]2[CH:26]=[CH:25][CH:24]=[CH:23][CH:22]=2)=[CH:11][CH:10]=1, predict the reaction product.